The task is: Predict the reactants needed to synthesize the given product.. This data is from Full USPTO retrosynthesis dataset with 1.9M reactions from patents (1976-2016). (1) Given the product [C:1]([O:5][C:6](=[O:34])[N:7]([CH2:14][CH2:15][CH2:16][CH2:17][N:18]1[C:30]2[C:29]3[CH:28]=[CH:27][CH:26]=[CH:25][C:24]=3[N:23]=[C:22]([NH2:47])[C:21]=2[N:20]=[C:19]1[CH2:32][CH3:33])[CH:8]1[CH2:13][CH2:12][O:11][CH2:10][CH2:9]1)([CH3:4])([CH3:3])[CH3:2], predict the reactants needed to synthesize it. The reactants are: [C:1]([O:5][C:6](=[O:34])[N:7]([CH2:14][CH2:15][CH2:16][CH2:17][N:18]1[C:30]2[C:29]3[CH:28]=[CH:27][CH:26]=[CH:25][C:24]=3[N+:23]([O-])=[CH:22][C:21]=2[N:20]=[C:19]1[CH2:32][CH3:33])[CH:8]1[CH2:13][CH2:12][O:11][CH2:10][CH2:9]1)([CH3:4])([CH3:3])[CH3:2].C1(C)C=CC(S(Cl)(=O)=O)=CC=1.[OH-].[NH4+:47]. (2) Given the product [C:1]([C:4]1[C:12]2[C:7](=[CH:8][N:9]=[C:10]([C:26]3[CH:27]=[N:22][CH:23]=[N:24][CH:25]=3)[CH:11]=2)[N:6]([CH2:14][C:15]([OH:17])=[O:16])[N:5]=1)(=[O:3])[NH2:2], predict the reactants needed to synthesize it. The reactants are: [C:1]([C:4]1[C:12]2[C:7](=[CH:8][N:9]=[C:10](Cl)[CH:11]=2)[N:6]([CH2:14][C:15]([O:17]C(C)(C)C)=[O:16])[N:5]=1)(=[O:3])[NH2:2].[N:22]1[CH:27]=[C:26](B(O)O)[CH:25]=[N:24][CH:23]=1.[O-]P([O-])([O-])=O.[K+].[K+].[K+].O1CCOCC1. (3) Given the product [F:19][C:16]1[N:15]=[CH:14][C:13]([NH:12][C:11](=[O:20])[O:10][C:6]([CH3:9])([CH3:7])[CH3:8])=[C:18]([I:29])[CH:17]=1, predict the reactants needed to synthesize it. The reactants are: [Li]CCCC.[C:6]([O:10][C:11](=[O:20])[NH:12][C:13]1[CH:14]=[N:15][C:16]([F:19])=[CH:17][CH:18]=1)([CH3:9])([CH3:8])[CH3:7].CN(CCN(C)C)C.[I:29]I.[NH4+].[Cl-]. (4) The reactants are: [C:1]([N:4]1[C:17]2[C:12](=[CH:13][CH:14]=[C:15]([Br:18])[CH:16]=2)[C:6]2([CH2:11][CH2:10]S[CH2:8][CH2:7]2)[CH2:5]1)(=[O:3])[CH3:2].O[O:20][S:21]([O-:23])=O.[K+].[NH4+].[Cl-]. Given the product [C:1]([N:4]1[C:17]2[C:12](=[CH:13][CH:14]=[C:15]([Br:18])[CH:16]=2)[C:6]2([CH2:7][CH2:8][S:21](=[O:23])(=[O:20])[CH2:10][CH2:11]2)[CH2:5]1)(=[O:3])[CH3:2], predict the reactants needed to synthesize it.